From a dataset of NCI-60 drug combinations with 297,098 pairs across 59 cell lines. Regression. Given two drug SMILES strings and cell line genomic features, predict the synergy score measuring deviation from expected non-interaction effect. (1) Drug 1: CCC1(CC2CC(C3=C(CCN(C2)C1)C4=CC=CC=C4N3)(C5=C(C=C6C(=C5)C78CCN9C7C(C=CC9)(C(C(C8N6C)(C(=O)OC)O)OC(=O)C)CC)OC)C(=O)OC)O.OS(=O)(=O)O. Drug 2: CCC1(C2=C(COC1=O)C(=O)N3CC4=CC5=C(C=CC(=C5CN(C)C)O)N=C4C3=C2)O.Cl. Cell line: MOLT-4. Synergy scores: CSS=95.6, Synergy_ZIP=2.78, Synergy_Bliss=2.77, Synergy_Loewe=0.916, Synergy_HSA=2.22. (2) Drug 1: CC1C(C(=O)NC(C(=O)N2CCCC2C(=O)N(CC(=O)N(C(C(=O)O1)C(C)C)C)C)C(C)C)NC(=O)C3=C4C(=C(C=C3)C)OC5=C(C(=O)C(=C(C5=N4)C(=O)NC6C(OC(=O)C(N(C(=O)CN(C(=O)C7CCCN7C(=O)C(NC6=O)C(C)C)C)C)C(C)C)C)N)C. Drug 2: CC=C1C(=O)NC(C(=O)OC2CC(=O)NC(C(=O)NC(CSSCCC=C2)C(=O)N1)C(C)C)C(C)C. Cell line: MCF7. Synergy scores: CSS=6.84, Synergy_ZIP=0.262, Synergy_Bliss=1.24, Synergy_Loewe=-25.2, Synergy_HSA=-0.784. (3) Drug 1: CC(C)NC(=O)C1=CC=C(C=C1)CNNC.Cl. Drug 2: CC1=C(C(=O)C2=C(C1=O)N3CC4C(C3(C2COC(=O)N)OC)N4)N. Cell line: TK-10. Synergy scores: CSS=5.26, Synergy_ZIP=-5.57, Synergy_Bliss=-7.33, Synergy_Loewe=-37.4, Synergy_HSA=-7.26. (4) Drug 1: C(CC(=O)O)C(=O)CN.Cl. Drug 2: CC(C)CN1C=NC2=C1C3=CC=CC=C3N=C2N. Cell line: COLO 205. Synergy scores: CSS=20.7, Synergy_ZIP=-0.354, Synergy_Bliss=-2.19, Synergy_Loewe=-0.713, Synergy_HSA=-2.59.